Task: Predict the reaction yield, written as a fraction of the theoretical maximum amount of product (1.0 means a 100% yield; for example, 0.34 means a 34% yield).. Dataset: Reaction yield outcomes from USPTO patents with 853,638 reactions (1) The yield is 0.950. The catalyst is C(#N)C. The product is [Br:11][CH2:9][CH2:8][CH:2]1[CH2:3][CH:4]2[CH2:7][CH:1]1[CH2:6][CH2:5]2. The reactants are [CH:1]12[CH2:7][CH:4]([CH2:5][CH2:6]1)[CH2:3][CH:2]2[CH2:8][CH2:9]O.[Br:11]P(Br)(C1C=CC=CC=1)(C1C=CC=CC=1)C1C=CC=CC=1. (2) The reactants are [CH3:1][N:2]1[CH:6]=[CH:5][C:4]([C:7]2[C:15]3[C:10](=[CH:11][N:12]=[C:13]([C:16]4[CH:17]=[N:18][CH:19]=[CH:20][CH:21]=4)[CH:14]=3)[N:9](COCC[Si](C)(C)C)[N:8]=2)=[N:3]1.Cl. The catalyst is O1CCOCC1. The product is [CH3:1][N:2]1[CH:6]=[CH:5][C:4]([C:7]2[C:15]3[C:10](=[CH:11][N:12]=[C:13]([C:16]4[CH:17]=[N:18][CH:19]=[CH:20][CH:21]=4)[CH:14]=3)[NH:9][N:8]=2)=[N:3]1. The yield is 0.810.